Dataset: Experimentally validated miRNA-target interactions with 360,000+ pairs, plus equal number of negative samples. Task: Binary Classification. Given a miRNA mature sequence and a target amino acid sequence, predict their likelihood of interaction. (1) The protein sequence of the target gene is MVKLGCSFSGKPGKEAGDQDGAAMDSVPLISPLDVSQLQPSFSDQVVINTQTEYQLTSADQPKKFADLEGQRLACSHSEEGRRLPTARMIAFAMALLGCVLIMYKAIWYDQFTCPDGFLLRHKICTPLTLEMYYTEMDPERHRSILAAIGAYPLSRKHGTEMPAVWGNNYRTAKEEHKGTTPAAMAVSTAAAAAAAEGTEPSGKSLDTREKEDPQKAEGVPSQPPK. The miRNA is hsa-miR-519e-3p with sequence AAGUGCCUCCUUUUAGAGUGUU. Result: 0 (no interaction). (2) The miRNA is mmu-miR-9-5p with sequence UCUUUGGUUAUCUAGCUGUAUGA. The protein sequence of the target gene is MAEQEPTAEQLAQIAAENEEDEHSVNYKPPAQKSIQEIQELDKDDESLRKYKEALLGRVAVSADPNVPNVIVTRLTLVCSTAPGPLELDLTGDLESFKKQSFVLKEGVEYRIKISFRVNREIVSGMKYIQHTYRKGVKIDKTDYMVGSYGPRAEEYEFLTPMEEAPKGMLARGSYNIKSRFTDDDKTDHLSWEWNLTIKKEWKD. Result: 1 (interaction). (3) Result: 1 (interaction). The protein sequence of the target gene is MSSQKGNVARSRPQKHQNTFSFKNDKFDKSVQTKKINAKLHDGVCQRCKEVLEWRVKYSKYKPLSKPKKCVKCLQKTVKDSYHIMCRPCACELEVCAKCGKKEDIVIPWSLPLLPRLECSGRILAHHNLRLPCSSDSPASASRVAGTTGAHHHAQLIFVFLVEMGFHYVGQAGLELLTS. The miRNA is hsa-miR-124-3p with sequence UAAGGCACGCGGUGAAUGCCAA. (4) The miRNA is hsa-miR-1268b with sequence CGGGCGUGGUGGUGGGGGUG. The protein sequence of the target gene is MGALARALPSILLALLLTSTPEALGANPGLVARITDKGLQYAAQEGLLALQSELLRITLPDFTGDLRIPHVGRGRYEFHSLNIHSCELLHSALRPVPGQGLSLSISDSSIRVQGRWKVRKSFFKLQGSFDVSVKGISISVNLLLGSESSGRPTVTASSCSSDIADVEVDMSGDLGWLLNLFHNQIESKFQKVLESRICEMIQKSVSSDLQPYLQTLPVTTEIDSFADIDYSLVEAPRATAQMLEVMFKGEIFHRNHRSPVTLLAAVMSLPEEHNKMVYFAISDYVFNTASLVYHEEGYLN.... Result: 0 (no interaction). (5) The miRNA is hsa-miR-6894-5p with sequence AGGAGGAUGGAGAGCUGGGCCAGA. The protein sequence of the target gene is MRSSEGAPSWAVALPPPLRPCAYGVSEVTRCWHQLSLGAGESSMNPSATLYRRQNIGSEVETSTIEKQRKELQLLIGELKDRDKELNDMVAVHQRQLLSWEEDRQKVLTLEERCSKLEGELHKRTDIIKSLMKKVKTLESNQAECQTALQKTQQQLQEMAQKATHSTLLSEDLEARNENLSSTLVDLSAQVGQLQAREQALTTMIKLKDKDIIEAVNHISDCSGKFKLLEHALRDAKMAETCVVREKQDYKQKLKALRIEVNKLKEDLNEKTTENNEQREEIIRLKQEKSCLHDELIFTV.... Result: 0 (no interaction). (6) The miRNA is cel-miR-83-3p with sequence UAGCACCAUAUAAAUUCAGUAA. The protein sequence of the target gene is MKMLLLLCLGLTLVCVHAEEASSTGRNFNVEKINGEWHTIILASDKREKIEDNGNFRLFLEQIHVLENSLVLKFHTVRDEECSELSMVADKTEKAGEYSVTYDGFNTFTIPKTDYDNFLMAHLINEKDGETFQLMGLYGREPDLSSDIKERFAQLCEEHGILRENIIDLSNANRCLQARE. Result: 0 (no interaction). (7) The miRNA is hsa-miR-4659b-3p with sequence UUUCUUCUUAGACAUGGCAGCU. The protein sequence of the target gene is MRRQLRSRRAPSFPYSYRYRLDDPDEANQNYLADEEEEAEEEARVTVVPKSEEEEEEEEKEEEEEEEKEEEEGQGQPTGNAWWQKLQIMSEYLWDPERRMFLARTGQSWSLILLIYFFFYASLAAVITLCMYTLFLTISPYIPTFTERVKPPGVMIRPFAHSLNFNFNVSEPDTWQHYVISLNGFLQGYNDSLQEEMNVDCPPGQYFIQDGNEDEDKKACQFKRSFLKNCSGLEDPTFGYSTGQPCILLKMNRIVGFRPELGDPVKVSCKVQRGDENDIRSISYYPESASFDLRYYPYYG.... Result: 1 (interaction). (8) The miRNA is hsa-miR-4755-3p with sequence AGCCAGGCUCUGAAGGGAAAGU. The protein sequence of the target gene is MNPEWGQAFVHVAVAGGLCAVAVFTGIFDSVSVQVGYEHYAEAPVAGLPAFLAMPFNSLVNMAYTLLGLSWLHRGGAMGLGPRYLKDVFAAMALLYGPVQWLRLWTQWRRAAVLDQWLTLPIFAWPVAWCLYLDRGWRPWLFLSLECVSLASYGLALLHPQGFEVALGAHVVAAVGQALRTHRHYGSTTSATYLALGVLSCLGFVVLKLCDHQLARWRLFQCLTGHFWSKVCDVLQFHFAFLFLTHFNTHPRFHPSGGKTR. Result: 0 (no interaction). (9) The miRNA is hsa-miR-6878-5p with sequence AGGGAGAAAGCUAGAAGCUGAAG. The protein sequence of the target gene is MGSAEDAVKEKLLWNVKKEVKQIMEEAVTRKFVHEDSSHIIALCGAVEACLLHQLRRRAAGFLRSDKMAALFTKVGKTCPVAGEICHKVQELQQQAEGRKPSGVSQEALRRQGSASGKAPALSPQALKHVWVRTALIEKVLDKVVQYLAENCSKYYEKEALLADPVFGPILASLLVGPCALEYTKLKTADHYWTDPSADELVQRHRIRGPPTRQDSPAKRPALGIRKRHSSGSASEDRLAACARECVESLHQNSRTRLLYGKNHVLVQPKEDMEAVPGYLSLHQSAESLTLKWTPNQLMN.... Result: 1 (interaction). (10) The miRNA is mmu-miR-34b-5p with sequence AGGCAGUGUAAUUAGCUGAUUGU. The protein sequence of the target gene is MTKSYSESGLMGEPQPQGPPSWTDECLSSQDEEHEADKKEDELEAMNAEEDSLRNGGEEEEEDEDLEEEEEEEEEEEDQKPKRRGPKKKKMTKARLERFKLRRMKANARERNRMHGLNAALDNLRKVVPCYSKTQKLSKIETLRLAKNYIWALSEILRSGKSPDLVSFVQTLCKGLSQPTTNLVAGCLQLNPRTFLPEQNPDMPPHLPTASASFPVHPYSYQSPGLPSPPYGTMDSSHVFHVKPPPHAYSAALEPFFESPLTDCTSPSFDGPLSPPLSINGNFSFKHEPSAEFEKNYAFT.... Result: 1 (interaction).